This data is from Full USPTO retrosynthesis dataset with 1.9M reactions from patents (1976-2016). The task is: Predict the reactants needed to synthesize the given product. (1) Given the product [CH:21]([C:20]1[CH:19]=[CH:18][C:4]([O:5][C:6]2[CH:13]=[C:12]([C:14]([F:17])([F:16])[F:15])[CH:11]=[CH:10][C:7]=2[C:8]#[N:9])=[C:3]([O:33][CH3:32])[CH:2]=1)=[O:22], predict the reactants needed to synthesize it. The reactants are: Br[C:2]1[CH:3]=[C:4]([CH:18]=[CH:19][C:20]=1[CH:21]=[O:22])[O:5][C:6]1[CH:13]=[C:12]([C:14]([F:17])([F:16])[F:15])[CH:11]=[CH:10][C:7]=1[C:8]#[N:9].C1(B(O)O)C=CC=CC=1.[C:32](=O)([O-])[O-:33].[Na+].[Na+]. (2) Given the product [CH2:19]([O:17][C:16](=[O:18])[C@H:11]([CH2:12][CH:13]([CH3:15])[CH3:14])[NH:10][C:8](=[O:9])[CH2:7][C:1]1[CH:2]=[CH:3][CH:4]=[CH:5][CH:6]=1)[CH:20]([CH3:22])[CH3:21], predict the reactants needed to synthesize it. The reactants are: [C:1]1([CH2:7][C:8]([NH:10][C@H:11]([C:16]([OH:18])=[O:17])[CH2:12][CH:13]([CH3:15])[CH3:14])=[O:9])[CH:6]=[CH:5][CH:4]=[CH:3][CH:2]=1.[CH2:19](O)[CH:20]([CH3:22])[CH3:21]. (3) Given the product [CH3:57][O:58][C:59](=[O:64])[C:60]([CH3:62])([NH:63][C:22]([C:13]1[CH:14]=[CH:15][C:16]2[C:21](=[CH:20][CH:19]=[CH:18][CH:17]=2)[C:12]=1[O:11][CH:2]([CH3:1])[CH2:3][O:4][C:5]1[CH:10]=[CH:9][CH:8]=[CH:7][CH:6]=1)=[O:23])[CH3:61], predict the reactants needed to synthesize it. The reactants are: [CH3:1][CH:2]([O:11][C:12]1[C:21]2[C:16](=[CH:17][CH:18]=[CH:19][CH:20]=2)[CH:15]=[CH:14][C:13]=1[C:22](O)=[O:23])[CH2:3][O:4][C:5]1[CH:10]=[CH:9][CH:8]=[CH:7][CH:6]=1.ON1C2C=CC=CC=2N=N1.Cl.C(N=C=NCCCN(C)C)C.C(N(CC)C(C)C)(C)C.Cl.[CH3:57][O:58][C:59](=[O:64])[C:60]([NH2:63])([CH3:62])[CH3:61]. (4) Given the product [CH2:1]([O:3][C:4]1[CH:5]=[C:6]([CH:7]2[C:22]([C:23]3[CH:28]=[CH:27][CH:26]=[CH:25][CH:24]=3)=[C:21]([C:15]3[CH:20]=[CH:19][CH:18]=[CH:17][CH:16]=3)[NH:33][C:31](=[O:32])[NH:30]2)[CH:9]=[C:10]([S:13][CH3:14])[C:11]=1[OH:12])[CH3:2], predict the reactants needed to synthesize it. The reactants are: [CH2:1]([O:3][C:4]1[CH:5]=[C:6]([CH:9]=[C:10]([S:13][CH3:14])[C:11]=1[OH:12])[CH:7]=O)[CH3:2].[C:15]1([C:21](=O)[CH2:22][C:23]2[CH:28]=[CH:27][CH:26]=[CH:25][CH:24]=2)[CH:20]=[CH:19][CH:18]=[CH:17][CH:16]=1.[NH2:30][C:31]([NH2:33])=[O:32].Cl. (5) Given the product [Cl:1][C:2]1[CH:3]=[C:4]([C:8]2[N:9]=[C:10]([NH:26][C:27]3[CH:28]=[CH:29][C:30]([CH2:33][C:34]([OH:36])=[O:35])=[CH:31][CH:32]=3)[C:11]3[S:17][CH2:16][CH2:15][CH2:14][C:12]=3[N:13]=2)[CH:5]=[CH:6][CH:7]=1, predict the reactants needed to synthesize it. The reactants are: [Cl:1][C:2]1[CH:3]=[C:4]([C:8]2[N:9]=[C:10](OS(C(F)(F)F)(=O)=O)[C:11]3[S:17][CH2:16][CH2:15][CH2:14][C:12]=3[N:13]=2)[CH:5]=[CH:6][CH:7]=1.[NH2:26][C:27]1[CH:32]=[CH:31][C:30]([CH2:33][C:34]([OH:36])=[O:35])=[CH:29][CH:28]=1.CS(C)=O. (6) Given the product [NH:25]1[C:29]2[CH:30]=[CH:31][C:32]([NH:34][C:7]3[C:6]4=[N:13][NH:14][CH:15]=[C:5]4[C:4]4[CH:3]=[C:2]([Br:1])[CH:11]=[CH:10][C:9]=4[N:8]=3)=[CH:33][C:28]=2[N:27]=[CH:26]1, predict the reactants needed to synthesize it. The reactants are: [Br:1][C:2]1[CH:11]=[CH:10][C:9]2[N:8]=[C:7](Cl)[C:6]3=[N:13][N:14](CC4C=CC(OC)=CC=4)[CH:15]=[C:5]3[C:4]=2[CH:3]=1.[NH:25]1[C:29]2[CH:30]=[CH:31][C:32]([NH2:34])=[CH:33][C:28]=2[N:27]=[CH:26]1.Cl.